From a dataset of Catalyst prediction with 721,799 reactions and 888 catalyst types from USPTO. Predict which catalyst facilitates the given reaction. (1) Reactant: [CH2:1]([N:8]1[CH2:17][CH2:16][C:15]2[C:14](Cl)=[N:13][CH:12]=[N:11][C:10]=2[CH2:9]1)[C:2]1[CH:7]=[CH:6][CH:5]=[CH:4][CH:3]=1.[NH2:19][C:20]1[CH:25]=[CH:24][CH:23]=[CH:22][CH:21]=1. Product: [CH2:1]([N:8]1[CH2:17][CH2:16][C:15]2[C:14]([NH:19][C:20]3[CH:25]=[CH:24][CH:23]=[CH:22][CH:21]=3)=[N:13][CH:12]=[N:11][C:10]=2[CH2:9]1)[C:2]1[CH:7]=[CH:6][CH:5]=[CH:4][CH:3]=1. The catalyst class is: 10. (2) Reactant: [CH3:1][O:2][C:3]1[CH:4]=[C:5]([CH:13]=[CH:14][C:15]=1[N+:16]([O-])=O)[O:6][CH2:7][CH2:8][CH2:9][N:10]([CH3:12])[CH3:11].[H][H]. Product: [CH3:12][N:10]([CH3:11])[CH2:9][CH2:8][CH2:7][O:6][C:5]1[CH:13]=[CH:14][C:15]([NH2:16])=[C:3]([O:2][CH3:1])[CH:4]=1. The catalyst class is: 78.